From a dataset of Forward reaction prediction with 1.9M reactions from USPTO patents (1976-2016). Predict the product of the given reaction. (1) Given the reactants [Cl:1][C:2]1[CH:7]=[CH:6][C:5]([C:8]2[N:9]([CH3:37])[C:10]3[C:15]([C:16]=2[CH2:17][CH2:18][C:19]([N:21]2[CH2:26][CH2:25][C:24]([CH2:28][C:29]4[CH:34]=[CH:33][CH:32]=[CH:31][CH:30]=4)([OH:27])[CH2:23][CH2:22]2)=[O:20])=[CH:14][C:13]([CH:35]=[CH2:36])=[CH:12][CH:11]=3)=[CH:4][CH:3]=1.Cl.CN(C)C=[O:42].O, predict the reaction product. The product is: [C:35]([C:13]1[CH:14]=[C:15]2[C:10](=[CH:11][CH:12]=1)[N:9]([CH3:37])[C:8]([C:5]1[CH:6]=[CH:7][C:2]([Cl:1])=[CH:3][CH:4]=1)=[C:16]2[CH2:17][CH2:18][C:19]([N:21]1[CH2:22][CH2:23][C:24]([CH2:28][C:29]2[CH:30]=[CH:31][CH:32]=[CH:33][CH:34]=2)([OH:27])[CH2:25][CH2:26]1)=[O:20])(=[O:42])[CH3:36]. (2) Given the reactants [NH2:1][C@H:2]1[C@H:7]2[O:8][C@H:4]([CH2:5][CH2:6]2)[C@H:3]1[C:9]([O:11][CH3:12])=[O:10].[F:13][C:14]1[CH:21]=[CH:20][C:17]([CH:18]=O)=[CH:16][C:15]=1[CH3:22].C([BH3-])#N.[Na+].C(=O)(O)[O-].[Na+], predict the reaction product. The product is: [F:13][C:14]1[CH:21]=[CH:20][C:17]([CH2:18][NH:1][C@H:2]2[C@H:7]3[O:8][C@H:4]([CH2:5][CH2:6]3)[C@H:3]2[C:9]([O:11][CH3:12])=[O:10])=[CH:16][C:15]=1[CH3:22]. (3) Given the reactants [CH3:1][S:2](Cl)(=[O:4])=[O:3].[Cl:6][C:7]1[N:12]=[C:11]([CH2:13][OH:14])[CH:10]=[C:9]([C:15]([O:17][CH2:18][CH3:19])=[CH2:16])[N:8]=1.C(N(CC)C(C)C)(C)C, predict the reaction product. The product is: [CH3:1][S:2]([O:14][CH2:13][C:11]1[CH:10]=[C:9]([C:15]([O:17][CH2:18][CH3:19])=[CH2:16])[N:8]=[C:7]([Cl:6])[N:12]=1)(=[O:4])=[O:3]. (4) The product is: [NH4+:7].[OH-:20].[F:1][C:2]1[CH:3]=[CH:4][C:5]2[N:14]=[C:13]([N:27]3[CH2:26][CH2:25][NH:24][C@@H:23]([CH2:22][CH2:21][O:20][CH3:19])[CH2:28]3)[C:12]3[CH:11]=[C:10]([CH3:17])[S:9][C:8]=3[NH:7][C:6]=2[CH:18]=1. Given the reactants [F:1][C:2]1[CH:3]=[CH:4][C:5]2[N:14]=[C:13](SC)[C:12]3[CH:11]=[C:10]([CH3:17])[S:9][C:8]=3[NH:7][C:6]=2[CH:18]=1.[CH3:19][O:20][CH2:21][CH2:22][C@H:23]1[CH2:28][NH:27][CH2:26][CH2:25][NH:24]1, predict the reaction product. (5) Given the reactants [CH2:1]([N:3]([CH2:11][CH2:12][N:13]1[CH2:18][CH2:17][O:16][C:15]2[CH:19]=[C:20]([NH:23][C:24]([C:26]3[S:27][CH:28]=[CH:29][CH:30]=3)=[NH:25])[CH:21]=[CH:22][C:14]1=2)C(=O)OC(C)(C)C)[CH3:2].[OH-].[Na+].C(Cl)Cl, predict the reaction product. The product is: [CH2:1]([NH:3][CH2:11][CH2:12][N:13]1[CH2:18][CH2:17][O:16][C:15]2[CH:19]=[C:20]([NH:23][C:24]([C:26]3[S:27][CH:28]=[CH:29][CH:30]=3)=[NH:25])[CH:21]=[CH:22][C:14]1=2)[CH3:2].